This data is from Catalyst prediction with 721,799 reactions and 888 catalyst types from USPTO. The task is: Predict which catalyst facilitates the given reaction. (1) Reactant: [CH3:1][N:2]([CH3:57])[C:3]1[N:4]=[C:5]([O:15][C@H:16]2[CH2:56][N:19]3[C:20](=[O:55])[C@@H:21]([NH:47]C(=O)OC(C)(C)C)[C@H:22]([CH3:46])[CH2:23][CH:24]([CH3:45])[CH2:25][CH2:26][CH:27]=[CH:28][C@@H:29]4[CH2:34][C@@:30]4([C:35](=[O:44])[NH:36][S:37]([C:40]4([CH3:43])[CH2:42][CH2:41]4)(=[O:39])=[O:38])[NH:31][C:32](=[O:33])[C@@H:18]3[CH2:17]2)[C:6]2[C:11]([CH:12]=1)=[CH:10][C:9]([O:13][CH3:14])=[CH:8][CH:7]=2.[F:58][C:59]([F:64])([F:63])[C:60]([OH:62])=[O:61]. Product: [OH:62][C:60]([C:59]([F:64])([F:63])[F:58])=[O:61].[NH2:47][C@@H:21]1[C:20](=[O:55])[N:19]2[CH2:56][C@H:16]([O:15][C:5]3[C:6]4[C:11](=[CH:10][C:9]([O:13][CH3:14])=[CH:8][CH:7]=4)[CH:12]=[C:3]([N:2]([CH3:1])[CH3:57])[N:4]=3)[CH2:17][C@H:18]2[C:32](=[O:33])[NH:31][C@:30]2([C:35]([NH:36][S:37]([C:40]3([CH3:43])[CH2:41][CH2:42]3)(=[O:38])=[O:39])=[O:44])[CH2:34][C@H:29]2[CH:28]=[CH:27][CH2:26][CH2:25][CH:24]([CH3:45])[CH2:23][C@H:22]1[CH3:46]. The catalyst class is: 2. (2) Reactant: Br[C:2]1[CH:7]=[CH:6][C:5]([C:8]2[C:14]3[CH:15]=[C:16]([O:21][CH3:22])[C:17]([O:19][CH3:20])=[CH:18][C:13]=3[CH2:12][CH:11]([CH3:23])[N:10]([C:24]([NH:26][CH3:27])=[O:25])[N:9]=2)=[CH:4][CH:3]=1.[NH:28]1[CH2:33][CH2:32][O:31][CH2:30][CH2:29]1.CC(C)([O-])C.[Na+]. Product: [CH3:20][O:19][C:17]1[C:16]([O:21][CH3:22])=[CH:15][C:14]2[C:8]([C:5]3[CH:6]=[CH:7][C:2]([N:28]4[CH2:33][CH2:32][O:31][CH2:30][CH2:29]4)=[CH:3][CH:4]=3)=[N:9][N:10]([C:24]([NH:26][CH3:27])=[O:25])[CH:11]([CH3:23])[CH2:12][C:13]=2[CH:18]=1. The catalyst class is: 11. (3) Reactant: C([Li])CCC.Br[C:7]1[CH:8]=[N:9][CH:10]=[CH:11][CH:12]=1.[Cl:13][C:14]1[CH:22]=[C:21]2[C:17]([C:18](=[O:24])[C:19](=[O:23])[NH:20]2)=[CH:16][CH:15]=1. Product: [Cl:13][C:14]1[CH:22]=[C:21]2[C:17]([C:18]([OH:24])([C:7]3[CH:8]=[N:9][CH:10]=[CH:11][CH:12]=3)[C:19](=[O:23])[NH:20]2)=[CH:16][CH:15]=1. The catalyst class is: 7. (4) Reactant: [F:1][CH:2]([F:14])[O:3][C:4]1[CH:5]=[CH:6][C:7]([C:10]([O:12]C)=[O:11])=[N:8][CH:9]=1.[OH-].[Li+].Cl. Product: [F:14][CH:2]([F:1])[O:3][C:4]1[CH:5]=[CH:6][C:7]([C:10]([OH:12])=[O:11])=[N:8][CH:9]=1. The catalyst class is: 30.